Dataset: Reaction yield outcomes from USPTO patents with 853,638 reactions. Task: Predict the reaction yield, written as a fraction of the theoretical maximum amount of product (1.0 means a 100% yield; for example, 0.34 means a 34% yield). (1) The reactants are Br[CH2:2][CH2:3][CH2:4][CH:5]=[CH2:6].[Na+].[I-].[SH:9][C:10]1[N:14]=[CH:13][NH:12][N:11]=1. The catalyst is CO. The product is [CH2:2]([S:9][C:10]1[N:14]=[CH:13][NH:12][N:11]=1)[CH2:3][CH2:4][CH:5]=[CH2:6]. The yield is 0.710. (2) The reactants are Br[C:2]1[S:6][C:5]([S:7]([NH:10][C:11]2[CH:16]=[CH:15][CH:14]=[C:13]([C:17]3[NH:21][N:20]=[N:19][N:18]=3)[CH:12]=2)(=[O:9])=[O:8])=[CH:4][CH:3]=1.[Cl:22][C:23]1[CH:24]=[C:25](B(O)O)[CH:26]=[CH:27][C:28]=1[F:29]. No catalyst specified. The product is [Cl:22][C:23]1[CH:24]=[C:25]([C:2]2[S:6][C:5]([S:7]([NH:10][C:11]3[CH:16]=[CH:15][CH:14]=[C:13]([C:17]4[NH:21][N:20]=[N:19][N:18]=4)[CH:12]=3)(=[O:9])=[O:8])=[CH:4][CH:3]=2)[CH:26]=[CH:27][C:28]=1[F:29]. The yield is 0.310. (3) The reactants are [Cl:1][C:2]1[CH:8]=[C:7]([Cl:9])[CH:6]=[CH:5][C:3]=1[NH2:4].[C:10]1([CH2:16][O:17][C:18]2[CH:19]=[C:20]([CH2:24][C:25](Cl)=[O:26])[CH:21]=[CH:22][CH:23]=2)[CH:15]=[CH:14][CH:13]=[CH:12][CH:11]=1.C(N(CC)CC)C.C(=O)(O)[O-].[Na+]. The catalyst is ClCCl. The product is [Cl:1][C:2]1[CH:8]=[C:7]([Cl:9])[CH:6]=[CH:5][C:3]=1[NH:4][C:25](=[O:26])[CH2:24][C:20]1[CH:21]=[CH:22][CH:23]=[C:18]([O:17][CH2:16][C:10]2[CH:15]=[CH:14][CH:13]=[CH:12][CH:11]=2)[CH:19]=1. The yield is 0.700. (4) The reactants are CCN(C(C)C)C(C)C.[CH2:10]([O:12][C:13]([C:15]1[C:19]2[CH:20]=[C:21]([C:30]3[CH:31]=[C:32]([CH:36]=[CH:37][CH:38]=3)[C:33]([OH:35])=O)[C:22]([N:24]([CH3:29])[S:25]([CH3:28])(=[O:27])=[O:26])=[CH:23][C:18]=2[O:17][C:16]=1[C:39]1[CH:44]=[CH:43][C:42]([F:45])=[CH:41][CH:40]=1)=[O:14])[CH3:11].[C:46]1([C:52]([NH2:55])([CH3:54])[CH3:53])[CH:51]=[CH:50][CH:49]=[CH:48][CH:47]=1.CN(C(ON1N=NC2C=CC=NC1=2)=[N+](C)C)C.F[P-](F)(F)(F)(F)F. The catalyst is CN(C=O)C.CCOC(C)=O. The product is [F:45][C:42]1[CH:41]=[CH:40][C:39]([C:16]2[O:17][C:18]3[CH:23]=[C:22]([N:24]([CH3:29])[S:25]([CH3:28])(=[O:27])=[O:26])[C:21]([C:30]4[CH:38]=[CH:37][CH:36]=[C:32]([C:33](=[O:35])[NH:55][C:52]([C:46]5[CH:51]=[CH:50][CH:49]=[CH:48][CH:47]=5)([CH3:54])[CH3:53])[CH:31]=4)=[CH:20][C:19]=3[C:15]=2[C:13]([O:12][CH2:10][CH3:11])=[O:14])=[CH:44][CH:43]=1. The yield is 0.810. (5) The reactants are CC1C=CC(S(O[CH2:12][C@H:13]2[CH2:22][CH2:21][C:20]3[C:15](=[C:16]([O:23][CH3:24])[CH:17]=[CH:18][CH:19]=3)[O:14]2)(=O)=O)=CC=1.[F:25][C:26]1[CH:27]=[C:28]2[C:32](=[CH:33][CH:34]=1)[NH:31][CH:30]=[C:29]2[C:35]1[CH2:36][CH2:37][NH:38][CH2:39][CH:40]=1. The catalyst is CS(C)=O.C(OCC)(=O)C. The product is [F:25][C:26]1[CH:27]=[C:28]2[C:32](=[CH:33][CH:34]=1)[NH:31][CH:30]=[C:29]2[C:35]1[CH2:36][CH2:37][N:38]([CH2:12][C@H:13]2[CH2:22][CH2:21][C:20]3[C:15](=[C:16]([O:23][CH3:24])[CH:17]=[CH:18][CH:19]=3)[O:14]2)[CH2:39][CH:40]=1. The yield is 0.690.